Dataset: Peptide-MHC class I binding affinity with 185,985 pairs from IEDB/IMGT. Task: Regression. Given a peptide amino acid sequence and an MHC pseudo amino acid sequence, predict their binding affinity value. This is MHC class I binding data. (1) The peptide sequence is WPVTLACFVL. The MHC is HLA-B53:01 with pseudo-sequence HLA-B53:01. The binding affinity (normalized) is 0.602. (2) The peptide sequence is SMISRHCCI. The MHC is HLA-A02:01 with pseudo-sequence HLA-A02:01. The binding affinity (normalized) is 0.363. (3) The MHC is HLA-A02:17 with pseudo-sequence HLA-A02:17. The binding affinity (normalized) is 0.314. The peptide sequence is FLIDGPETA. (4) The peptide sequence is WLLLRQLPI. The MHC is HLA-B08:01 with pseudo-sequence HLA-B08:01. The binding affinity (normalized) is 0.646. (5) The peptide sequence is SETQGTEKL. The MHC is HLA-B40:01 with pseudo-sequence HLA-B40:01. The binding affinity (normalized) is 0.780. (6) The peptide sequence is RLVDAMVYT. The MHC is HLA-A02:01 with pseudo-sequence HLA-A02:01. The binding affinity (normalized) is 0.849. (7) The peptide sequence is LERPLAVQL. The MHC is HLA-B44:02 with pseudo-sequence HLA-B44:02. The binding affinity (normalized) is 0.213. (8) The peptide sequence is VLAAECTIFK. The MHC is HLA-A03:01 with pseudo-sequence HLA-A03:01. The binding affinity (normalized) is 0.622. (9) The peptide sequence is FAPLFTNL. The MHC is H-2-Db with pseudo-sequence H-2-Db. The binding affinity (normalized) is 0.170. (10) The peptide sequence is KLRNWQWWRL. The MHC is HLA-A02:06 with pseudo-sequence HLA-A02:06. The binding affinity (normalized) is 0.205.